This data is from Full USPTO retrosynthesis dataset with 1.9M reactions from patents (1976-2016). The task is: Predict the reactants needed to synthesize the given product. Given the product [NH:12]1[CH:13]=[C:9]([CH2:7][C:4]2[CH:5]=[CH:6][N:1]=[CH:2][CH:3]=2)[N:10]=[CH:11]1, predict the reactants needed to synthesize it. The reactants are: [N:1]1[CH:6]=[CH:5][C:4]([CH:7]([C:9]2[N:10]=[CH:11][N:12](C(C3C=CC=CC=3)(C3C=CC=CC=3)C3C=CC=CC=3)[CH:13]=2)O)=[CH:3][CH:2]=1.I.OS([O-])=O.[Na+].